This data is from Catalyst prediction with 721,799 reactions and 888 catalyst types from USPTO. The task is: Predict which catalyst facilitates the given reaction. (1) Reactant: CCN=C=NCCCN(C)C.C1C=CC2N(O)N=NC=2C=1.[F:22][C:23]1[CH:29]=[C:28]([F:30])[CH:27]=[CH:26][C:24]=1[NH2:25].[Br:31][CH2:32][CH2:33][CH2:34][CH2:35][C:36](O)=[O:37]. Product: [Br:31][CH2:32][CH2:33][CH2:34][CH2:35][C:36]([NH:25][C:24]1[CH:26]=[CH:27][C:28]([F:30])=[CH:29][C:23]=1[F:22])=[O:37]. The catalyst class is: 3. (2) Reactant: [F:1][C:2]([F:6])([F:5])[CH:3]=[CH2:4].[N+:7]([CH2:10][CH3:11])([O-])=[O:8].C1(N=C=O)C=CC=CC=1. Product: [CH3:11][C:10]1[CH2:4][CH:3]([C:2]([F:6])([F:5])[F:1])[O:8][N:7]=1. The catalyst class is: 27. (3) Reactant: [CH:1]([N:4]=[C:5]=[O:6])([CH3:3])[CH3:2].[NH2:7][C:8]1[CH:13]=[CH:12][C:11]([CH:14]([NH:20][C:21]2[CH:26]=[CH:25][C:24]([C:27]#[N:28])=[CH:23][CH:22]=2)[C:15]([O:17][CH2:18][CH3:19])=[O:16])=[CH:10][C:9]=1[CH2:29][CH3:30]. Product: [C:27]([C:24]1[CH:23]=[CH:22][C:21]([NH:20][CH:14]([C:11]2[CH:12]=[CH:13][C:8]([NH:7][C:5]([NH:4][CH:1]([CH3:3])[CH3:2])=[O:6])=[C:9]([CH2:29][CH3:30])[CH:10]=2)[C:15]([O:17][CH2:18][CH3:19])=[O:16])=[CH:26][CH:25]=1)#[N:28]. The catalyst class is: 1. (4) Reactant: [Cl:1][C:2]1[CH:7]=[CH:6][C:5]([C:8]2[C:13]([CH:14]=O)=[CH:12][N:11]=[C:10]([NH:16][C:17](=[O:19])[CH3:18])[CH:9]=2)=[C:4]([F:20])[CH:3]=1.[CH3:21][NH2:22]. Product: [F-:20].[C:17]([NH:16][C:10]1[CH:9]=[C:8]2[C:13](=[CH:12][N:11]=1)[CH:14]=[N+:22]([CH3:21])[C:4]1[CH:3]=[C:2]([Cl:1])[CH:7]=[CH:6][C:5]2=1)(=[O:19])[CH3:18]. The catalyst class is: 4. (5) Reactant: [CH3:1][O:2][C:3]1[CH:4]=[C:5]([C:13]2([CH2:18][NH2:19])[CH2:17][CH2:16][CH2:15][CH2:14]2)[CH:6]=[C:7]([O:11][CH3:12])[C:8]=1[O:9][CH3:10].[O:20]1[C:24]2[CH:25]=[CH:26][CH:27]=[CH:28][C:23]=2[CH:22]=[C:21]1[C:29](Cl)=[O:30].C(N(CC)CC)C. Product: [CH3:12][O:11][C:7]1[CH:6]=[C:5]([C:13]2([CH2:18][NH:19][C:29]([C:21]3[O:20][C:24]4[CH:25]=[CH:26][CH:27]=[CH:28][C:23]=4[CH:22]=3)=[O:30])[CH2:14][CH2:15][CH2:16][CH2:17]2)[CH:4]=[C:3]([O:2][CH3:1])[C:8]=1[O:9][CH3:10]. The catalyst class is: 12. (6) Reactant: [CH2:1]([C:4]1([CH2:9][CH2:10][OH:11])[O:8][CH2:7][CH2:6][O:5]1)[CH2:2][CH3:3].[H-].[Na+].Cl[C:15]1[CH:20]=[CH:19][N+:18]([O-:21])=[C:17]([CH3:22])[C:16]=1[CH3:23]. Product: [CH3:22][C:17]1[C:16]([CH3:23])=[C:15]([O:11][CH2:10][CH2:9][C:4]2([CH2:1][CH2:2][CH3:3])[O:8][CH2:7][CH2:6][O:5]2)[CH:20]=[CH:19][N+:18]=1[O-:21]. The catalyst class is: 16. (7) Reactant: C([O:8][CH2:9][C@@H:10]([NH:17][C:18]([NH:20][C@@:21]([C:36]1[CH:41]=[C:40]([O:42][C:43]([F:48])([F:47])[CH:44]([F:46])[F:45])[CH:39]=[C:38]([F:49])[CH:37]=1)([C:29]1[CH:34]=[CH:33][C:32]([F:35])=[CH:31][CH:30]=1)[CH2:22][C:23]1[CH:28]=[CH:27][CH:26]=[CH:25][CH:24]=1)=[O:19])[C@@H:11]([OH:16])[C:12]([F:15])([F:14])[F:13])C1C=CC=CC=1. Product: [F:49][C:38]1[CH:37]=[C:36]([C@:21]([NH:20][C:18]([NH:17][C@@H:10]([C@@H:11]([OH:16])[C:12]([F:13])([F:14])[F:15])[CH2:9][OH:8])=[O:19])([C:29]2[CH:30]=[CH:31][C:32]([F:35])=[CH:33][CH:34]=2)[CH2:22][C:23]2[CH:28]=[CH:27][CH:26]=[CH:25][CH:24]=2)[CH:41]=[C:40]([O:42][C:43]([F:48])([F:47])[CH:44]([F:46])[F:45])[CH:39]=1. The catalyst class is: 833.